This data is from Forward reaction prediction with 1.9M reactions from USPTO patents (1976-2016). The task is: Predict the product of the given reaction. (1) Given the reactants Br[C:2]1[CH:9]=[CH:8][C:7]([N+:10]([O-:12])=[O:11])=[CH:6][C:3]=1[C:4]#[N:5].[CH2:13](B(O)O)[CH:14]([CH3:16])[CH3:15].C(=O)([O-])[O-].[Cs+].[Cs+], predict the reaction product. The product is: [CH2:13]([C:2]1[CH:9]=[CH:8][C:7]([N+:10]([O-:12])=[O:11])=[CH:6][C:3]=1[C:4]#[N:5])[CH:14]([CH3:16])[CH3:15]. (2) Given the reactants O[C:2]1[N:7]2[CH:8]=[CH:9][N:10]=[C:6]2[N:5]=[C:4]([CH3:11])[C:3]=1[C:12]1[C:17]([F:18])=[CH:16][CH:15]=[CH:14][C:13]=1[Cl:19].C(N(CC)C1C=CC=CC=1)C.P(Cl)(Cl)([Cl:33])=O, predict the reaction product. The product is: [Cl:33][C:2]1[N:7]2[CH:8]=[CH:9][N:10]=[C:6]2[N:5]=[C:4]([CH3:11])[C:3]=1[C:12]1[C:17]([F:18])=[CH:16][CH:15]=[CH:14][C:13]=1[Cl:19]. (3) Given the reactants [C:1]([C:3]1[CH:8]=[CH:7][C:6]([CH2:9][C:10]([OH:12])=O)=[CH:5][CH:4]=1)#[N:2].[NH2:13][C:14]1[CH:15]=[C:16]([C:20]([C:22]2[C:30]3[CH:29]=[N:28][CH:27]=[N:26][C:25]=3[N:24]([C:31]3([CH2:34][O:35]C4CCCCO4)[CH2:33][CH2:32]3)[CH:23]=2)=[O:21])[CH:17]=[N:18][CH:19]=1.CCCP(O)(O)=O.C(N(CC)CC)C, predict the reaction product. The product is: [C:1]([C:3]1[CH:4]=[CH:5][C:6]([CH2:9][C:10]([NH:13][C:14]2[CH:19]=[N:18][CH:17]=[C:16]([C:20]([C:22]3[C:30]4[CH:29]=[N:28][CH:27]=[N:26][C:25]=4[N:24]([C:31]4([CH2:34][OH:35])[CH2:33][CH2:32]4)[CH:23]=3)=[O:21])[CH:15]=2)=[O:12])=[CH:7][CH:8]=1)#[N:2]. (4) The product is: [CH3:12][O:11][C:10]1[CH:9]=[CH:8][C:5](/[CH:6]=[C:16](/[N+:13]([O-:15])=[O:14])\[CH2:17][CH3:18])=[CH:4][C:3]=1[O:2][CH3:1]. Given the reactants [CH3:1][O:2][C:3]1[CH:4]=[C:5]([CH:8]=[CH:9][C:10]=1[O:11][CH3:12])[CH:6]=O.[N+:13]([CH2:16][CH2:17][CH3:18])([O-:15])=[O:14], predict the reaction product. (5) Given the reactants [CH3:1][O:2][C:3](=[O:21])[C:4]([N:6]([C:14]([O:16][C:17]([CH3:20])([CH3:19])[CH3:18])=[O:15])[C:7]([O:9][C:10]([CH3:13])([CH3:12])[CH3:11])=[O:8])=[CH2:5].[CH2:22]([O:29][C:30]1[CH:35]=[CH:34][NH:33][C:32](=[O:36])[CH:31]=1)[C:23]1[CH:28]=[CH:27][CH:26]=[CH:25][CH:24]=1.C(=O)([O-])[O-].[Cs+].[Cs+], predict the reaction product. The product is: [CH3:1][O:2][C:3](=[O:21])[CH:4]([N:6]([C:14]([O:16][C:17]([CH3:20])([CH3:19])[CH3:18])=[O:15])[C:7]([O:9][C:10]([CH3:13])([CH3:12])[CH3:11])=[O:8])[CH2:5][N:33]1[CH:34]=[CH:35][C:30]([O:29][CH2:22][C:23]2[CH:24]=[CH:25][CH:26]=[CH:27][CH:28]=2)=[CH:31][C:32]1=[O:36].